From a dataset of Full USPTO retrosynthesis dataset with 1.9M reactions from patents (1976-2016). Predict the reactants needed to synthesize the given product. (1) Given the product [CH3:38][O:5][C:4](=[O:6])[C:3]1[CH:7]=[CH:8][C:9]([NH:11][C:12]([C:14]2[CH:23]=[C:22]3[C:17]([CH2:18][CH2:19][CH2:20][N:21]3[S:24]([C:27]3[CH:32]=[CH:31][CH:30]=[C:29]([C:33]([F:34])([F:36])[F:35])[CH:28]=3)(=[O:26])=[O:25])=[CH:16][CH:15]=2)=[O:13])=[CH:10][C:2]=1[Cl:1], predict the reactants needed to synthesize it. The reactants are: [Cl:1][C:2]1[CH:10]=[C:9]([NH:11][C:12]([C:14]2[CH:23]=[C:22]3[C:17]([CH2:18][CH2:19][CH2:20][N:21]3[S:24]([C:27]3[CH:32]=[CH:31][CH:30]=[C:29]([C:33]([F:36])([F:35])[F:34])[CH:28]=3)(=[O:26])=[O:25])=[CH:16][CH:15]=2)=[O:13])[CH:8]=[CH:7][C:3]=1[C:4]([OH:6])=[O:5].F[C:38](F)(F)C1C=C(S(Cl)(=O)=O)C=CC=1. (2) The reactants are: [Cl:1][C:2]1[C:3]([O:12][C:13]2[CH:18]=[C:17]([O:19][CH2:20][CH2:21][O:22][CH3:23])[CH:16]=[CH:15][C:14]=2[CH2:24][OH:25])=[N:4][CH:5]=[C:6]([C:8]([F:11])([F:10])[F:9])[CH:7]=1.Cl[S:27]([N:30]=[C:31]=[O:32])(=[O:29])=[O:28].[CH2:33]([NH2:38])[CH2:34][CH2:35][CH2:36][CH3:37].Cl. Given the product [CH2:33]([NH:38][S:27]([NH:30][C:31](=[O:32])[O:25][CH2:24][C:14]1[CH:15]=[CH:16][C:17]([O:19][CH2:20][CH2:21][O:22][CH3:23])=[CH:18][C:13]=1[O:12][C:3]1[C:2]([Cl:1])=[CH:7][C:6]([C:8]([F:9])([F:11])[F:10])=[CH:5][N:4]=1)(=[O:29])=[O:28])[CH2:34][CH2:35][CH2:36][CH3:37], predict the reactants needed to synthesize it. (3) Given the product [F:1][C:2]([F:19])([F:18])[C:3]1[CH:8]=[CH:7][C:6]([C:9]([F:12])([F:11])[F:10])=[CH:5][C:4]=1[CH2:13][CH2:14][C:15]1[S:42][C:29]([C:27]2[CH:26]=[CH:25][C:24]3[NH:20][CH:21]=[N:22][C:23]=3[CH:28]=2)=[N:31][N:32]=1, predict the reactants needed to synthesize it. The reactants are: [F:1][C:2]([F:19])([F:18])[C:3]1[CH:8]=[CH:7][C:6]([C:9]([F:12])([F:11])[F:10])=[CH:5][C:4]=1[CH2:13][CH2:14][C:15](O)=O.[N:20]1[C:24]2[CH:25]=[CH:26][C:27]([C:29]([NH:31][NH2:32])=O)=[CH:28][C:23]=2[NH:22][CH:21]=1.COC1C=CC(P2(SP(C3C=CC(OC)=CC=3)(=S)S2)=[S:42])=CC=1.O=P(Cl)(Cl)Cl. (4) Given the product [CH:1]1([C:4]([C:6]2[S:10][C:9]([NH:11][C:26](=[O:27])[CH2:25][N:29]3[CH2:34][CH2:33][O:32][CH2:31][CH2:30]3)=[N:8][C:7]=2[C:12]2[O:13][CH:14]=[CH:15][CH:16]=2)=[O:5])[CH2:2][CH2:3]1, predict the reactants needed to synthesize it. The reactants are: [CH:1]1([C:4]([C:6]2[S:10][C:9]([NH2:11])=[N:8][C:7]=2[C:12]2[O:13][CH:14]=[CH:15][CH:16]=2)=[O:5])[CH2:3][CH2:2]1.C(N(CC)CC)C.Br[CH2:25][C:26](Br)=[O:27].[NH:29]1[CH2:34][CH2:33][O:32][CH2:31][CH2:30]1. (5) Given the product [F:43][C:34]1[CH:35]=[C:36]([C:37](=[O:38])[NH:50][CH3:48])[CH:40]=[C:41]([F:42])[C:33]=1[C:31]1[N:32]=[C:27]([C:25]([NH:24][C:19]2[CH:20]=[N:21][CH:22]=[CH:23][C:18]=2[C@@H:11]2[O:12][C@H:13]([CH3:17])[C@:14]([OH:16])([CH3:15])[C@H:9]([NH:8][C:6](=[O:7])[O:5][C:1]([CH3:3])([CH3:2])[CH3:4])[CH2:10]2)=[O:26])[CH:28]=[CH:29][C:30]=1[F:44], predict the reactants needed to synthesize it. The reactants are: [C:1]([O:5][C:6]([NH:8][C@H:9]1[C@@:14]([OH:16])([CH3:15])[C@@H:13]([CH3:17])[O:12][C@@H:11]([C:18]2[CH:23]=[CH:22][N:21]=[CH:20][C:19]=2[NH:24][C:25]([C:27]2[N:32]=[C:31]([C:33]3[C:41]([F:42])=[CH:40][C:36]([C:37](O)=[O:38])=[CH:35][C:34]=3[F:43])[C:30]([F:44])=[CH:29][CH:28]=2)=[O:26])[CH2:10]1)=[O:7])([CH3:4])([CH3:3])[CH3:2].Cl.CN.[CH2:48]([N:50](C(C)C)C(C)C)C.N1C2C(=NC=CC=2)N(O)N=1.Cl.C(N=C=NCCCN(C)C)C. (6) Given the product [C:2]1([S:8]([OH:11])(=[O:10])=[O:9])[CH:7]=[CH:6][CH:5]=[CH:4][CH:3]=1.[NH2:12][CH2:13][C:14]1[CH:15]=[CH:16][C:17]([F:47])=[C:18]([CH:20]2[CH2:25][CH2:24][N:23]([C:26]([C:28]3[C:36]4[C:31](=[C:32]([F:42])[CH:33]=[CH:34][C:35]=4[O:37][C:38]([F:41])([F:39])[F:40])[N:30]([CH2:43][CH2:44][O:45][CH3:46])[CH:29]=3)=[O:27])[CH2:22][CH2:21]2)[CH:19]=1, predict the reactants needed to synthesize it. The reactants are: O.[C:2]1([S:8]([OH:11])(=[O:10])=[O:9])[CH:7]=[CH:6][CH:5]=[CH:4][CH:3]=1.[NH2:12][CH2:13][C:14]1[CH:15]=[CH:16][C:17]([F:47])=[C:18]([CH:20]2[CH2:25][CH2:24][N:23]([C:26]([C:28]3[C:36]4[C:31](=[C:32]([F:42])[CH:33]=[CH:34][C:35]=4[O:37][C:38]([F:41])([F:40])[F:39])[N:30]([CH2:43][CH2:44][O:45][CH3:46])[CH:29]=3)=[O:27])[CH2:22][CH2:21]2)[CH:19]=1.C1(S([O-])(=O)=O)C=CC=CC=1.